This data is from Forward reaction prediction with 1.9M reactions from USPTO patents (1976-2016). The task is: Predict the product of the given reaction. (1) Given the reactants [CH:1]([C:4]1[CH:9]=[CH:8][C:7]([CH3:10])=[CH:6][C:5]=1[N:11]1[C:15](=[O:16])[CH2:14][S:13]/[C:12]/1=[N:17]\[C:18]([NH:20][CH2:21][CH2:22][C:23]1[CH:28]=[CH:27][C:26]([C:29]2[N:33]=[CH:32][N:31]([C:34]3[CH:39]=[CH:38][C:37]([O:40][C:41]([F:44])([F:43])[F:42])=[CH:36][CH:35]=3)[N:30]=2)=[CH:25][CH:24]=1)=[O:19])([CH3:3])[CH3:2].C1C(=O)C=CC2C=1C=C1C=2C=CC=C1.[B-](F)(F)(F)[F:60].[B-](F)(F)(F)F.C1[N+]2(CCl)CC[N+](F)(CC2)C1, predict the reaction product. The product is: [F:60][CH:14]1[S:13]/[C:12](=[N:17]\[C:18]([NH:20][CH2:21][CH2:22][C:23]2[CH:24]=[CH:25][C:26]([C:29]3[N:33]=[CH:32][N:31]([C:34]4[CH:35]=[CH:36][C:37]([O:40][C:41]([F:44])([F:43])[F:42])=[CH:38][CH:39]=4)[N:30]=3)=[CH:27][CH:28]=2)=[O:19])/[N:11]([C:5]2[CH:6]=[C:7]([CH3:10])[CH:8]=[CH:9][C:4]=2[CH:1]([CH3:3])[CH3:2])[C:15]1=[O:16]. (2) Given the reactants [Br:1][C:2]1[CH:7]=[CH:6][C:5]([OH:8])=[CH:4][CH:3]=1.Cl[CH2:10][CH2:11][N:12]1[CH2:17][CH2:16][O:15][CH2:14][CH2:13]1.Cl.C([O-])([O-])=O.[K+].[K+], predict the reaction product. The product is: [Br:1][C:2]1[CH:7]=[CH:6][C:5]([O:8][CH2:10][CH2:11][N:12]2[CH2:17][CH2:16][O:15][CH2:14][CH2:13]2)=[CH:4][CH:3]=1. (3) Given the reactants C(OC([NH:8][C:9]([CH3:36])([CH3:35])[C@H:10]([NH:15][C:16]([C:18]1[CH:27]=[CH:26][C:25]2[C:20](=[CH:21][CH:22]=[C:23]([C:28]#[C:29][C@@H:30]3[CH2:32][C@H:31]3[CH2:33][OH:34])[CH:24]=2)[CH:19]=1)=[O:17])[C:11]([O:13][CH3:14])=[O:12])=O)(C)(C)C.Cl, predict the reaction product. The product is: [NH2:8][C:9]([CH3:36])([CH3:35])[C@H:10]([NH:15][C:16]([C:18]1[CH:27]=[CH:26][C:25]2[C:20](=[CH:21][CH:22]=[C:23]([C:28]#[C:29][C@@H:30]3[CH2:32][C@H:31]3[CH2:33][OH:34])[CH:24]=2)[CH:19]=1)=[O:17])[C:11]([O:13][CH3:14])=[O:12]. (4) Given the reactants ClC(Cl)(Cl)[C:3]1[O:7][N:6]=[C:5]([C:8]2[CH:13]=[CH:12][N:11]=[C:10]([N:14]3[CH2:19][CH2:18][N:17]([C:20]([O:22][CH2:23][C:24]([CH3:27])([CH3:26])[CH3:25])=[O:21])[CH2:16][CH2:15]3)[CH:9]=2)[N:4]=1.[CH3:30][NH:31][CH3:32], predict the reaction product. The product is: [CH3:30][N:31]([CH3:32])[C:3]1[O:7][N:6]=[C:5]([C:8]2[CH:13]=[CH:12][N:11]=[C:10]([N:14]3[CH2:15][CH2:16][N:17]([C:20]([O:22][CH2:23][C:24]([CH3:26])([CH3:27])[CH3:25])=[O:21])[CH2:18][CH2:19]3)[CH:9]=2)[N:4]=1. (5) Given the reactants CN(C(ON1N=NC2C=CC=NC1=2)=[N+](C)C)C.F[P-](F)(F)(F)(F)F.[F:25][C:26]([F:44])([F:43])[C:27]1[CH:32]=[CH:31][CH:30]=[CH:29][C:28]=1[C:33]1[CH:34]=[CH:35][C:36]2[N:37]([C:39]([NH2:42])=[CH:40][N:41]=2)[N:38]=1.[CH3:45][C:46]1([CH3:62])[O:50][C@H:49]([CH2:51][O:52][C:53]2[N:58]=[C:57]([C:59](O)=[O:60])[CH:56]=[N:55][CH:54]=2)[CH2:48][O:47]1.C(N(CC)C(C)C)(C)C, predict the reaction product. The product is: [CH3:45][C:46]1([CH3:62])[O:50][C@H:49]([CH2:51][O:52][C:53]2[N:58]=[C:57]([C:59]([NH:42][C:39]3[N:37]4[N:38]=[C:33]([C:28]5[CH:29]=[CH:30][CH:31]=[CH:32][C:27]=5[C:26]([F:25])([F:43])[F:44])[CH:34]=[CH:35][C:36]4=[N:41][CH:40]=3)=[O:60])[CH:56]=[N:55][CH:54]=2)[CH2:48][O:47]1. (6) Given the reactants [F:1][CH:2]([F:28])[C:3]1[N:8]2[N:9]=[CH:10][C:11]([C:12]([OH:14])=O)=[C:7]2[N:6]=[C:5]([C:15]2[CH:20]=[CH:19][C:18]([C:21]([F:24])([F:23])[F:22])=[C:17]([O:25][CH2:26][CH3:27])[CH:16]=2)[CH:4]=1.[NH2:29][C:30]1[CH:31]=[C:32]([S:36]([NH:39][C:40]([CH3:44])([CH3:43])[CH2:41][OH:42])(=[O:38])=[O:37])[CH:33]=[CH:34][CH:35]=1, predict the reaction product. The product is: [OH:42][CH2:41][C:40]([NH:39][S:36]([C:32]1[CH:31]=[C:30]([NH:29][C:12]([C:11]2[CH:10]=[N:9][N:8]3[C:3]([CH:2]([F:28])[F:1])=[CH:4][C:5]([C:15]4[CH:20]=[CH:19][C:18]([C:21]([F:22])([F:23])[F:24])=[C:17]([O:25][CH2:26][CH3:27])[CH:16]=4)=[N:6][C:7]=23)=[O:14])[CH:35]=[CH:34][CH:33]=1)(=[O:38])=[O:37])([CH3:44])[CH3:43]. (7) Given the reactants [CH:1]1([CH2:4][O:5][C:6]2[N:11]=[CH:10][C:9]([C:12](=O)[CH3:13])=[CH:8][C:7]=2[CH3:15])[CH2:3][CH2:2]1.[CH3:16][C:17]([S@:20]([NH2:22])=[O:21])([CH3:19])[CH3:18], predict the reaction product. The product is: [CH:1]1([CH2:4][O:5][C:6]2[N:11]=[CH:10][C:9]([CH:12]([NH:22][S@@:20]([C:17]([CH3:19])([CH3:18])[CH3:16])=[O:21])[CH3:13])=[CH:8][C:7]=2[CH3:15])[CH2:3][CH2:2]1. (8) Given the reactants [OH:1][C:2]1([C:14]([O:16]C)=[O:15])[C:11]2[C:6](=[C:7]([CH3:13])[CH:8]=[C:9]([CH3:12])[CH:10]=2)[CH2:5][CH2:4][CH2:3]1.O[Li].O, predict the reaction product. The product is: [OH:1][C:2]1([C:14]([OH:16])=[O:15])[C:11]2[C:6](=[C:7]([CH3:13])[CH:8]=[C:9]([CH3:12])[CH:10]=2)[CH2:5][CH2:4][CH2:3]1. (9) Given the reactants [OH:1][CH:2]([C@@H:4]1[CH2:9][C@H:8]([N:10]([C:15]([C:17]2[N:18]=[N:19][N:20]([C:28]3[CH:33]=[CH:32][CH:31]=[CH:30][C:29]=3[CH3:34])[C:21]=2[CH2:22][O:23][CH2:24][CH2:25][O:26][CH3:27])=[O:16])[CH2:11][CH:12]([CH3:14])[CH3:13])[CH2:7][N:6](C(OC(C)(C)C)=O)[CH2:5]1)[CH3:3], predict the reaction product. The product is: [OH:1][CH:2]([C@H:4]1[CH2:5][NH:6][CH2:7][C@@H:8]([N:10]([CH2:11][CH:12]([CH3:14])[CH3:13])[C:15]([C:17]2[N:18]=[N:19][N:20]([C:28]3[CH:33]=[CH:32][CH:31]=[CH:30][C:29]=3[CH3:34])[C:21]=2[CH2:22][O:23][CH2:24][CH2:25][O:26][CH3:27])=[O:16])[CH2:9]1)[CH3:3]. (10) Given the reactants [OH:1][C:2]1[CH:11]=[C:10]([C:12]([O:14]C)=[O:13])[CH:9]=[CH:8][C:3]=1[C:4]([O:6]C)=[O:5].[CH2:16](Br)[CH:17]=[CH2:18].O.ClCCl, predict the reaction product. The product is: [CH2:18]([O:1][C:2]1[CH:11]=[C:10]([C:12]([OH:14])=[O:13])[CH:9]=[CH:8][C:3]=1[C:4]([OH:6])=[O:5])[CH:17]=[CH2:16].